From a dataset of Forward reaction prediction with 1.9M reactions from USPTO patents (1976-2016). Predict the product of the given reaction. (1) The product is: [N+:1]([C:4]1[CH:5]=[C:6]([O:10][C:11]([Cl:13])=[O:12])[CH:7]=[CH:8][CH:9]=1)([O-:3])=[O:2]. Given the reactants [N+:1]([C:4]1[CH:5]=[C:6]([OH:10])[CH:7]=[CH:8][CH:9]=1)([O-:3])=[O:2].[C:11](Cl)([Cl:13])=[O:12], predict the reaction product. (2) Given the reactants [C:1]1([CH2:7][N:8]([C@@H:16]([CH2:25][C:26]2[CH:31]=[CH:30][CH:29]=[CH:28][CH:27]=2)[C@H:17]([OH:24])[CH2:18][NH:19][CH2:20][CH:21]([CH3:23])[CH3:22])[CH2:9][C:10]2[CH:15]=[CH:14][CH:13]=[CH:12][CH:11]=2)[CH:6]=[CH:5][CH:4]=[CH:3][CH:2]=1.C(O)(=O)C(O)=O.C(=O)([O-])[O-].[K+].[K+].[O:44]1[C:48]2[CH:49]=[CH:50][C:51]([S:53](Cl)(=[O:55])=[O:54])=[CH:52][C:47]=2[O:46][CH2:45]1.C(OCC)(=O)C, predict the reaction product. The product is: [O:44]1[C:48]2[CH:49]=[CH:50][C:51]([S:53]([N:19]([CH2:18][C@@H:17]([OH:24])[C@@H:16]([N:8]([CH2:9][C:10]3[CH:15]=[CH:14][CH:13]=[CH:12][CH:11]=3)[CH2:7][C:1]3[CH:2]=[CH:3][CH:4]=[CH:5][CH:6]=3)[CH2:25][C:26]3[CH:31]=[CH:30][CH:29]=[CH:28][CH:27]=3)[CH2:20][CH:21]([CH3:23])[CH3:22])(=[O:54])=[O:55])=[CH:52][C:47]=2[O:46][CH2:45]1. (3) Given the reactants [CH3:1][C:2]1[CH:7]=[C:6]([O:8][CH2:9][C:10]2[C:11]([C:16]3[CH:21]=[CH:20][CH:19]=[CH:18][CH:17]=3)=[N:12][O:13][C:14]=2[CH3:15])[N:5]=[N:4][C:3]=1[C:22]([OH:24])=O.[CH:25]1([NH2:28])[CH2:27][CH2:26]1, predict the reaction product. The product is: [CH:25]1([NH:28][C:22]([C:3]2[N:4]=[N:5][C:6]([O:8][CH2:9][C:10]3[C:11]([C:16]4[CH:17]=[CH:18][CH:19]=[CH:20][CH:21]=4)=[N:12][O:13][C:14]=3[CH3:15])=[CH:7][C:2]=2[CH3:1])=[O:24])[CH2:27][CH2:26]1. (4) Given the reactants [F:1][C:2]([F:13])([F:12])[C:3]1[CH:4]=[CH:5][C:6]([C:9]([OH:11])=O)=[N:7][CH:8]=1.[NH:14]1[C:22]2[C:17](=[CH:18][C:19]([CH2:23][NH2:24])=[CH:20][CH:21]=2)[CH:16]=[CH:15]1.N, predict the reaction product. The product is: [NH:14]1[C:22]2[C:17](=[CH:18][C:19]([CH2:23][NH:24][C:9]([C:6]3[CH:5]=[CH:4][C:3]([C:2]([F:1])([F:13])[F:12])=[CH:8][N:7]=3)=[O:11])=[CH:20][CH:21]=2)[CH:16]=[CH:15]1. (5) Given the reactants [CH3:1][C:2]1([CH3:7])[CH2:6][N:5]=[N:4][CH2:3]1.[CH2:8]([N:10]=[C:11]=[S:12])[CH3:9], predict the reaction product. The product is: [CH2:8]([NH:10][C:11]([N:4]1[CH2:3][C:2]([CH3:7])([CH3:1])[CH:6]=[N:5]1)=[S:12])[CH3:9]. (6) The product is: [C:1]1([C:7]2[CH:8]=[N:9][N:10]([CH2:12][CH2:13][C@@:14]([CH3:22])([S:18]([CH3:21])(=[O:20])=[O:19])[C:15]([NH:50][O:49][CH:44]3[CH2:45][CH2:46][CH2:47][CH2:48][O:43]3)=[O:17])[CH:11]=2)[CH2:6][CH2:5][CH2:4][CH2:3][CH:2]=1. Given the reactants [C:1]1([C:7]2[CH:8]=[N:9][N:10]([CH2:12][CH2:13][C@@:14]([CH3:22])([S:18]([CH3:21])(=[O:20])=[O:19])[C:15]([OH:17])=O)[CH:11]=2)[CH2:6][CH2:5][CH2:4][CH2:3][CH:2]=1.CCN(C(C)C)C(C)C.O.ON1C2C=CC=CC=2N=N1.[O:43]1[CH2:48][CH2:47][CH2:46][CH2:45][CH:44]1[O:49][NH2:50].Cl.CN(CCCN=C=NCC)C, predict the reaction product.